This data is from Reaction yield outcomes from USPTO patents with 853,638 reactions. The task is: Predict the reaction yield, written as a fraction of the theoretical maximum amount of product (1.0 means a 100% yield; for example, 0.34 means a 34% yield). (1) The reactants are [Li+].[CH3:2]C([N-]C(C)C)C.C(NC(C)C)(C)C.C([Li])CCC.CCCCCC.[F:27][C:28]([F:46])([F:45])[C:29]([C:32]1[CH:41]=[CH:40][C:39]2[CH2:38][C@@H:37]([C:42]([OH:44])=[O:43])[CH2:36][CH2:35][C:34]=2[N:33]=1)([CH3:31])[CH3:30].CI. The catalyst is C1COCC1. The product is [CH3:2][C:37]1([C:42]([OH:44])=[O:43])[CH2:36][CH2:35][C:34]2[N:33]=[C:32]([C:29]([CH3:31])([CH3:30])[C:28]([F:27])([F:45])[F:46])[CH:41]=[CH:40][C:39]=2[CH2:38]1. The yield is 0.340. (2) The catalyst is C1(C)C=CC=CC=1.C([O-])(=O)C.[Rh+2].C([O-])(=O)C. The yield is 0.410. The product is [C:28]([C:23]1[CH:24]=[CH:25][CH:26]=[CH:27][C:22]=1[C:19]1[CH:20]=[CH:21][C:16]([CH2:15][C:12]2[C:13](=[O:14])[N:8]([C@H:5]3[CH2:6][CH2:7][C@H:2]([O:1][CH:38]([CH2:44][CH:45]=[CH2:46])[C:39]([O:41][CH2:42][CH3:43])=[O:40])[CH2:3][CH2:4]3)[C:9]3[N:10]([N:33]=[CH:34][N:35]=3)[C:11]=2[CH2:30][CH2:31][CH3:32])=[CH:17][CH:18]=1)#[N:29]. The reactants are [OH:1][C@H:2]1[CH2:7][CH2:6][C@H:5]([N:8]2[C:13](=[O:14])[C:12]([CH2:15][C:16]3[CH:21]=[CH:20][C:19]([C:22]4[C:23]([C:28]#[N:29])=[CH:24][CH:25]=[CH:26][CH:27]=4)=[CH:18][CH:17]=3)=[C:11]([CH2:30][CH2:31][CH3:32])[N:10]3[N:33]=[CH:34][N:35]=[C:9]23)[CH2:4][CH2:3]1.[N+](=[C:38]([CH2:44][CH:45]=[CH2:46])[C:39]([O:41][CH2:42][CH3:43])=[O:40])=[N-]. (3) The reactants are [I:1]I.C1(P(C2C=CC=CC=2)C2C=CC=CC=2)C=CC=CC=1.N1C=CN=C1.O[CH2:28][C:29]1[N:30]=[C:31]([CH:34]2[CH2:39][CH2:38][N:37]([C:40]([O:42][C:43]([CH3:46])([CH3:45])[CH3:44])=[O:41])[CH2:36][CH2:35]2)[S:32][CH:33]=1. The catalyst is ClCCl. The product is [I:1][CH2:28][C:29]1[N:30]=[C:31]([CH:34]2[CH2:39][CH2:38][N:37]([C:40]([O:42][C:43]([CH3:46])([CH3:45])[CH3:44])=[O:41])[CH2:36][CH2:35]2)[S:32][CH:33]=1. The yield is 0.740. (4) The reactants are Cl[C:2]1[CH:7]=[C:6]2[CH2:8][O:9][C:10]3[CH:37]=[C:36]4[C:13]([CH2:14][CH2:15][C:16]5[N:20]=[C:19]([C@@H:21]6[CH2:25][C@H:24]([CH2:26][O:27][CH3:28])[CH2:23][N:22]6[C:29]([O:31][C:32]([CH3:35])([CH3:34])[CH3:33])=[O:30])[NH:18][C:17]=54)=[CH:12][C:11]=3[C:5]2=[CH:4][CH:3]=1.[B:38]1([B:38]2[O:42][C:41]([CH3:44])([CH3:43])[C:40]([CH3:46])([CH3:45])[O:39]2)[O:42][C:41]([CH3:44])([CH3:43])[C:40]([CH3:46])([CH3:45])[O:39]1.C([O-])(=O)C.[K+].C1(P(C2CCCCC2)C2C=CC=CC=2C2C(CCC)=CC(CCC)=CC=2CCC)CCCCC1. The catalyst is O1CCOCC1.C(OCC)(=O)C. The product is [CH3:28][O:27][CH2:26][C@@H:24]1[CH2:23][N:22]([C:29]([O:31][C:32]([CH3:33])([CH3:35])[CH3:34])=[O:30])[C@H:21]([C:19]2[NH:18][C:17]3[C:36]4[C:13]([CH2:14][CH2:15][C:16]=3[N:20]=2)=[CH:12][C:11]2[C:5]3[C:6]([CH2:8][O:9][C:10]=2[CH:37]=4)=[CH:7][C:2]([B:38]2[O:42][C:41]([CH3:44])([CH3:43])[C:40]([CH3:46])([CH3:45])[O:39]2)=[CH:3][CH:4]=3)[CH2:25]1. The yield is 0.700.